From a dataset of Full USPTO retrosynthesis dataset with 1.9M reactions from patents (1976-2016). Predict the reactants needed to synthesize the given product. (1) Given the product [OH:14][CH:3]1[CH:4]([NH:27][C:25]2[S:26][C:22]3[CH:21]=[CH:20][C:19]([N+:16]([O-:18])=[O:17])=[CH:28][C:23]=3[N:24]=2)[C:5]2[C:10](=[CH:9][CH:8]=[C:7]([C:12]#[N:13])[CH:6]=2)[O:11][C:2]1([CH3:15])[CH3:1], predict the reactants needed to synthesize it. The reactants are: [CH3:1][C:2]1([CH3:15])[O:11][C:10]2[C:5](=[CH:6][C:7]([C:12]#[N:13])=[CH:8][CH:9]=2)[CH:4]2[O:14][CH:3]12.[N+:16]([C:19]1[CH:20]=[CH:21][C:22]2[S:26][C:25]([NH2:27])=[N:24][C:23]=2[CH:28]=1)([O-:18])=[O:17]. (2) Given the product [Cl:1][C:2]1[CH:7]=[CH:6][C:5]([C:8]2[C:14]3[CH:15]=[CH:16][CH:17]=[CH:18][C:13]=3[N:12]3[C:19]([CH3:22])=[N:20][N:21]=[C:11]3[CH:10]([CH2:23][C:24]([OH:26])=[O:25])[CH:9]=2)=[CH:4][CH:3]=1, predict the reactants needed to synthesize it. The reactants are: [Cl:1][C:2]1[CH:7]=[CH:6][C:5]([C:8]2[C:14]3[CH:15]=[CH:16][CH:17]=[CH:18][C:13]=3[N:12]3[C:19]([CH3:22])=[N:20][N:21]=[C:11]3[CH:10]([CH2:23][C:24]([O:26]CC)=[O:25])[CH:9]=2)=[CH:4][CH:3]=1.[OH-].[Na+].